Dataset: Catalyst prediction with 721,799 reactions and 888 catalyst types from USPTO. Task: Predict which catalyst facilitates the given reaction. (1) Reactant: [CH3:1][O:2][C:3]([C:5]1[C:10]([NH2:11])=[N:9][CH:8]=[CH:7][N:6]=1)=[O:4].Br[C:13]1[CH:14]=[N:15][CH:16]=[CH:17][CH:18]=1.C1(P(C2C=CC=CC=2)C2C3OC4C(=CC=CC=4P(C4C=CC=CC=4)C4C=CC=CC=4)C(C)(C)C=3C=CC=2)C=CC=CC=1. Product: [CH3:1][O:2][C:3]([C:5]1[C:10]([NH:11][C:13]2[CH:14]=[N:15][CH:16]=[CH:17][CH:18]=2)=[N:9][CH:8]=[CH:7][N:6]=1)=[O:4]. The catalyst class is: 11. (2) Reactant: [F:1][C:2]1[CH:22]=[CH:21][C:5]([CH2:6][NH:7][C:8]2[N:9]=[C:10]([C:19]#[N:20])[CH:11]=[C:12]3[C:16]([CH3:17])=[C:15]([CH3:18])[NH:14][C:13]=23)=[CH:4][CH:3]=1.[ClH:23]. Product: [ClH:23].[F:1][C:2]1[CH:22]=[CH:21][C:5]([CH2:6][NH:7][C:8]2[N:9]=[C:10]([C:19]#[N:20])[CH:11]=[C:12]3[C:16]([CH3:17])=[C:15]([CH3:18])[NH:14][C:13]=23)=[CH:4][CH:3]=1. The catalyst class is: 13. (3) Reactant: [NH2:1][C:2]1[CH:7]=[CH:6][C:5]([F:8])=[CH:4][C:3]=1[NH:9][C:10](=O)[C:11]1[CH:16]=[C:15]([Br:17])[CH:14]=[CH:13][C:12]=1[Cl:18]. Product: [Br:17][C:15]1[CH:14]=[CH:13][C:12]([Cl:18])=[C:11]([C:10]2[NH:1][C:2]3[CH:7]=[CH:6][C:5]([F:8])=[CH:4][C:3]=3[N:9]=2)[CH:16]=1. The catalyst class is: 15. (4) Product: [C:11]([C:12]1[C:13]([NH2:18])=[N:14][CH:15]=[CH:16][CH:17]=1)#[CH:10]. The catalyst class is: 6. Reactant: C1COCC1.C[Si]([C:10]#[C:11][C:12]1[C:13]([NH2:18])=[N:14][CH:15]=[CH:16][CH:17]=1)(C)C.[F-].C([N+](CCCC)(CCCC)CCCC)CCC. (5) Reactant: [Br:1][C:2]1[CH:10]=[C:9]2[C:5]([C:6]([NH2:11])=[N:7][NH:8]2)=[CH:4][CH:3]=1.[O:12]1[CH2:17][CH2:16][C:15](=O)[CH2:14][CH2:13]1.C([BH3-])#N.[Na+]. Product: [Br:1][C:2]1[CH:10]=[C:9]2[C:5]([C:6]([NH:11][CH:15]3[CH2:16][CH2:17][O:12][CH2:13][CH2:14]3)=[N:7][NH:8]2)=[CH:4][CH:3]=1. The catalyst class is: 404. (6) Reactant: CS(O[CH2:6][CH2:7][N:8]([C:25]([O:27][C:28]([CH3:31])([CH3:30])[CH3:29])=[O:26])[CH2:9][C:10]1[NH:11][C:12](=[O:24])[C:13]2[CH:18]=[N:17][N:16]([CH:19]3[CH2:23][CH2:22][CH2:21][CH2:20]3)[C:14]=2[N:15]=1)(=O)=O.C(=O)([O-])[O-].[Cs+].[Cs+]. Product: [CH:19]1([N:16]2[C:14]3[N:15]=[C:10]4[CH2:9][N:8]([C:25]([O:27][C:28]([CH3:31])([CH3:29])[CH3:30])=[O:26])[CH2:7][CH2:6][N:11]4[C:12](=[O:24])[C:13]=3[CH:18]=[N:17]2)[CH2:23][CH2:22][CH2:21][CH2:20]1. The catalyst class is: 12. (7) Reactant: [CH2:1]([O:3][C:4]1[CH:11]=[CH:10][C:7]([CH2:8][Cl:9])=[CH:6][CH:5]=1)[CH3:2].S(Cl)(Cl)=O.[CH2:16](OC1C=CC(CO)=CC=1)[CH2:17][CH2:18][CH2:19][CH2:20][CH2:21]CC. Product: [CH2:1]([O:3][C:4]1[CH:11]=[CH:10][C:7]([CH2:8][Cl:9])=[CH:6][CH:5]=1)[CH2:2][CH2:16][CH2:17][CH2:18][CH2:19][CH2:20][CH3:21]. The catalyst class is: 2.